From a dataset of Catalyst prediction with 721,799 reactions and 888 catalyst types from USPTO. Predict which catalyst facilitates the given reaction. Reactant: [Br:1][C:2]1[CH:3]=[CH:4][C:5]([N+:27]([O-])=O)=[C:6]([CH:8]([C:19]2[CH:24]=[CH:23][N:22]=[C:21]([S:25][CH3:26])[N:20]=2)[C:9]([C:11]2[CH:18]=[CH:17][C:14]([C:15]#[N:16])=[CH:13][CH:12]=2)=O)[CH:7]=1. Product: [Br:1][C:2]1[CH:7]=[C:6]2[C:5](=[CH:4][CH:3]=1)[NH:27][C:9]([C:11]1[CH:18]=[CH:17][C:14]([C:15]#[N:16])=[CH:13][CH:12]=1)=[C:8]2[C:19]1[CH:24]=[CH:23][N:22]=[C:21]([S:25][CH3:26])[N:20]=1. The catalyst class is: 770.